This data is from Reaction yield outcomes from USPTO patents with 853,638 reactions. The task is: Predict the reaction yield, written as a fraction of the theoretical maximum amount of product (1.0 means a 100% yield; for example, 0.34 means a 34% yield). The catalyst is O. The reactants are [CH3:1][C:2]1([CH3:10])[CH:8]2[CH:6]([O:7]2)[C:5](=[O:9])[CH2:4][CH2:3]1.[OH-].[K+].[CH3:13]O. The yield is 0.459. The product is [CH3:13][O:7][C:6]1[C:5](=[O:9])[CH2:4][CH2:3][C:2]([CH3:10])([CH3:1])[CH:8]=1.